From a dataset of HIV replication inhibition screening data with 41,000+ compounds from the AIDS Antiviral Screen. Binary Classification. Given a drug SMILES string, predict its activity (active/inactive) in a high-throughput screening assay against a specified biological target. (1) The molecule is O=C1OCc2cccc3c2-c2c1cccc2C(=O)OC3. The result is 0 (inactive). (2) The drug is C[n+]1cn(-c2nc3ccccc3nc2[N-]S(=O)(=O)c2ccccc2)c2ccccc21. The result is 0 (inactive). (3) The drug is Cc1csc2nc3[nH]ncc3c(=O)n12. The result is 0 (inactive).